From a dataset of Forward reaction prediction with 1.9M reactions from USPTO patents (1976-2016). Predict the product of the given reaction. Given the reactants [Br:1][C:2]1[C:10]2[N:9]=[C:8]([C:11]3[CH:16]=[CH:15][C:14]([CH:17]([CH3:19])[CH3:18])=[CH:13][CH:12]=3)[N:7]([CH2:20][CH2:21][O:22][CH3:23])[C:6]=2[C:5]([O:24][CH3:25])=[CH:4][C:3]=1[CH2:26][OH:27].[CH3:28][S:29](Cl)(=[O:31])=[O:30].C(N(C(C)C)CC)(C)C, predict the reaction product. The product is: [Br:1][C:2]1[C:10]2[N:9]=[C:8]([C:11]3[CH:12]=[CH:13][C:14]([CH:17]([CH3:19])[CH3:18])=[CH:15][CH:16]=3)[N:7]([CH2:20][CH2:21][O:22][CH3:23])[C:6]=2[C:5]([O:24][CH3:25])=[CH:4][C:3]=1[CH2:26][O:27][S:29]([CH3:28])(=[O:31])=[O:30].